Task: Predict which catalyst facilitates the given reaction.. Dataset: Catalyst prediction with 721,799 reactions and 888 catalyst types from USPTO (1) Product: [CH3:14][O:13][C:5]1[CH:6]=[C:7]2[C:2](=[CH:3][C:4]=1[O:15][CH2:16][CH:17]1[CH2:18][CH2:19][N:20]([CH3:23])[CH2:21][CH2:22]1)[N:1]=[CH:28][NH:29][C:8]2=[O:10]. The catalyst class is: 141. Reactant: [NH2:1][C:2]1[C:7]([C:8]([O:10]CC)=O)=[CH:6][C:5]([O:13][CH3:14])=[C:4]([O:15][CH2:16][CH:17]2[CH2:22][CH2:21][N:20]([CH3:23])[CH2:19][CH2:18]2)[CH:3]=1.C(O)(=O)C.[CH:28](N)=[NH:29]. (2) Reactant: [O:1]1[CH2:3][CH:2]1[CH2:4][N:5]1[C:13](=[O:14])[C:12]2[C:7](=[CH:8][CH:9]=[CH:10][CH:11]=2)[C:6]1=[O:15].[Cl:16][C:17]1[CH:18]=[C:19]([CH:25]=[CH:26][C:27]=1[Cl:28])[CH2:20][NH:21][CH2:22]CO.[C:29]1(P(C2C=CC=CC=2)C2C=CC=CC=2)C=CC=CC=1.N(C(OC(C)C)=O)=NC(OC(C)C)=O.Cl. Product: [Cl:16][C:17]1[CH:18]=[C:19]([CH:25]=[CH:26][C:27]=1[Cl:28])[CH2:20][N:21]1[CH2:29][CH2:3][O:1][CH:2]([CH2:4][N:5]2[C:6](=[O:15])[C:7]3[C:12](=[CH:11][CH:10]=[CH:9][CH:8]=3)[C:13]2=[O:14])[CH2:22]1. The catalyst class is: 54.